From a dataset of Full USPTO retrosynthesis dataset with 1.9M reactions from patents (1976-2016). Predict the reactants needed to synthesize the given product. (1) Given the product [CH2:15]1[N:1]2[C:12]3=[C:13]4[N:4]([CH2:3][CH2:2]2)[CH2:5][CH2:6][CH2:7][N:8]4[CH2:9][CH2:10][N:11]3[CH2:21][CH:16]1[C:17]([O:19][CH3:20])=[O:18], predict the reactants needed to synthesize it. The reactants are: [NH:1]1[C:12]2=[C:13]3[N:8]([CH2:9][CH2:10][NH:11]2)[CH2:7][CH2:6][CH2:5][N:4]3[CH2:3][CH2:2]1.Br[CH2:15][CH:16]([CH2:21]Br)[C:17]([O:19][CH3:20])=[O:18].C([O-])([O-])=O.[K+].[K+]. (2) Given the product [C:12]([O:16][C:17]([N:19]([C@@H:20]([CH2:21][C:22]1[CH:23]=[CH:24][CH:25]=[CH:26][CH:27]=1)[C@@H:28]1[O:29][CH2:6]1)[CH2:30][C:31]1[CH:32]=[CH:33][CH:34]=[CH:35][CH:36]=1)=[O:18])([CH3:15])([CH3:13])[CH3:14], predict the reactants needed to synthesize it. The reactants are: [I-].C[S+](C)C.[CH3:6]C(C)([O-])C.[K+].[C:12]([O:16][C:17]([N:19]([CH2:30][C:31]1[CH:36]=[CH:35][CH:34]=[CH:33][CH:32]=1)[C@H:20]([CH:28]=[O:29])[CH2:21][C:22]1[CH:27]=[CH:26][CH:25]=[CH:24][CH:23]=1)=[O:18])([CH3:15])([CH3:14])[CH3:13]. (3) Given the product [Cl:17][C:18]1[CH:19]=[C:20]([C:24]2[C:25]([O:31][CH3:32])=[CH:26][CH:27]=[C:28]([C:8]([C:7]3[CH:11]=[CH:12][C:4]([N+:1]([O-:3])=[O:2])=[CH:5][CH:6]=3)=[O:9])[C:29]=2[F:30])[CH:21]=[CH:22][CH:23]=1, predict the reactants needed to synthesize it. The reactants are: [N+:1]([C:4]1[CH:12]=[CH:11][C:7]([C:8](Cl)=[O:9])=[CH:6][CH:5]=1)([O-:3])=[O:2].[Cl-].[Cl-].[Cl-].[Al+3].[Cl:17][C:18]1[CH:19]=[C:20]([C:24]2[C:29]([F:30])=[CH:28][CH:27]=[CH:26][C:25]=2[O:31][CH3:32])[CH:21]=[CH:22][CH:23]=1.